Dataset: Peptide-MHC class II binding affinity with 134,281 pairs from IEDB. Task: Regression. Given a peptide amino acid sequence and an MHC pseudo amino acid sequence, predict their binding affinity value. This is MHC class II binding data. (1) The peptide sequence is PNTDGIHIGDSSKVT. The MHC is DRB1_0802 with pseudo-sequence DRB1_0802. The binding affinity (normalized) is 0.135. (2) The peptide sequence is GSHLVEALYLVCGER. The binding affinity (normalized) is 0.421. The MHC is DRB1_0101 with pseudo-sequence DRB1_0101. (3) The peptide sequence is VNWEVIIMDEAHFLD. The MHC is HLA-DQA10102-DQB10501 with pseudo-sequence HLA-DQA10102-DQB10501. The binding affinity (normalized) is 0.566. (4) The peptide sequence is FFGQNTAAIAATEAQ. The MHC is DRB5_0101 with pseudo-sequence DRB5_0101. The binding affinity (normalized) is 0.226. (5) The peptide sequence is IIQPEQPAQ. The MHC is HLA-DQA10501-DQB10201 with pseudo-sequence HLA-DQA10501-DQB10201. The binding affinity (normalized) is 0. (6) The peptide sequence is GVDYTITVYAVTYYK. The MHC is DRB1_0101 with pseudo-sequence DRB1_0101. The binding affinity (normalized) is 0.574. (7) The peptide sequence is TTLLRALGAQKEAIS. The binding affinity (normalized) is 0.376. The MHC is DRB1_1101 with pseudo-sequence DRB1_1101.